From a dataset of NCI-60 drug combinations with 297,098 pairs across 59 cell lines. Regression. Given two drug SMILES strings and cell line genomic features, predict the synergy score measuring deviation from expected non-interaction effect. (1) Drug 1: CC12CCC(CC1=CCC3C2CCC4(C3CC=C4C5=CN=CC=C5)C)O. Drug 2: CNC(=O)C1=CC=CC=C1SC2=CC3=C(C=C2)C(=NN3)C=CC4=CC=CC=N4. Cell line: M14. Synergy scores: CSS=0.625, Synergy_ZIP=2.53, Synergy_Bliss=6.16, Synergy_Loewe=1.85, Synergy_HSA=2.05. (2) Synergy scores: CSS=22.5, Synergy_ZIP=0.629, Synergy_Bliss=1.20, Synergy_Loewe=-30.9, Synergy_HSA=1.62. Cell line: SNB-75. Drug 2: COC1=NC(=NC2=C1N=CN2C3C(C(C(O3)CO)O)O)N. Drug 1: CCC1=CC2CC(C3=C(CN(C2)C1)C4=CC=CC=C4N3)(C5=C(C=C6C(=C5)C78CCN9C7C(C=CC9)(C(C(C8N6C)(C(=O)OC)O)OC(=O)C)CC)OC)C(=O)OC.C(C(C(=O)O)O)(C(=O)O)O. (3) Drug 1: C1C(C(OC1N2C=C(C(=O)NC2=O)F)CO)O. Drug 2: C(CN)CNCCSP(=O)(O)O. Cell line: NCI-H460. Synergy scores: CSS=59.8, Synergy_ZIP=13.4, Synergy_Bliss=12.7, Synergy_Loewe=-32.4, Synergy_HSA=11.9.